From a dataset of Reaction yield outcomes from USPTO patents with 853,638 reactions. Predict the reaction yield, written as a fraction of the theoretical maximum amount of product (1.0 means a 100% yield; for example, 0.34 means a 34% yield). (1) The reactants are C([O:3][C:4](=O)[CH2:5][C:6](=O)[C:7]([F:10])([F:9])[F:8])C.[CH3:13][NH:14][NH2:15].Cl. The catalyst is CCO. The product is [CH3:13][N:14]1[C:4]([OH:3])=[CH:5][C:6]([C:7]([F:10])([F:9])[F:8])=[N:15]1. The yield is 0.890. (2) The reactants are [Cl:1][C:2]1[CH:10]=[CH:9][C:5]([C:6](O)=[O:7])=[CH:4][C:3]=1[S:11](=[O:14])(=[O:13])[NH2:12].S(Cl)([Cl:17])=O. The catalyst is CCCCCC. The product is [Cl:1][C:2]1[CH:10]=[CH:9][C:5]([C:6]([Cl:17])=[O:7])=[CH:4][C:3]=1[S:11](=[O:14])(=[O:13])[NH2:12]. The yield is 0.970.